Dataset: Forward reaction prediction with 1.9M reactions from USPTO patents (1976-2016). Task: Predict the product of the given reaction. (1) The product is: [C:27]([N:30]1[CH2:35][CH2:34][N:33]([CH2:2][CH2:3][O:4][C:5]2[CH:10]=[CH:9][C:8]([NH:11][C:12](=[O:20])[C:13]3[CH:18]=[CH:17][CH:16]=[C:15]([F:19])[CH:14]=3)=[CH:7][C:6]=2[C:21]2[N:22]([CH3:26])[N:23]=[CH:24][CH:25]=2)[CH2:32][CH2:31]1)(=[O:29])[CH3:28]. Given the reactants Br[CH2:2][CH2:3][O:4][C:5]1[CH:10]=[CH:9][C:8]([NH:11][C:12](=[O:20])[C:13]2[CH:18]=[CH:17][CH:16]=[C:15]([F:19])[CH:14]=2)=[CH:7][C:6]=1[C:21]1[N:22]([CH3:26])[N:23]=[CH:24][CH:25]=1.[C:27]([N:30]1[CH2:35][CH2:34][NH:33][CH2:32][CH2:31]1)(=[O:29])[CH3:28].C(=O)([O-])[O-].[K+].[K+], predict the reaction product. (2) Given the reactants [NH2:1][C@@H:2]([CH:5]([CH3:7])[CH3:6])[CH2:3]O.[CH3:8][S:9](Cl)(=[O:11])=[O:10], predict the reaction product. The product is: [CH:5]([C@H:2]1[CH2:3][CH2:8][S:9](=[O:11])(=[O:10])[NH:1]1)([CH3:7])[CH3:6]. (3) The product is: [CH2:20]([O:27][C:28]1[CH:29]=[CH:30][C:31](/[CH:32]=[CH:3]/[P:12](=[O:19])([O:13][CH2:14][CH3:15])[O:16][CH2:17][CH3:18])=[CH:34][CH:35]=1)[C:21]1[CH:22]=[CH:23][CH:24]=[CH:25][CH:26]=1. Given the reactants [H-].[Na+].[CH2:3]([P:12](=[O:19])([O:16][CH2:17][CH3:18])[O:13][CH2:14][CH3:15])P(=O)(OCC)OCC.[CH2:20]([O:27][C:28]1[CH:35]=[CH:34][C:31]([CH:32]=O)=[CH:30][CH:29]=1)[C:21]1[CH:26]=[CH:25][CH:24]=[CH:23][CH:22]=1, predict the reaction product. (4) The product is: [C:50]([C:49]([NH:48][C:8](=[O:10])[C:7]1[CH:6]=[CH:5][C:4]([O:3][C:2]([F:1])([F:14])[F:13])=[CH:12][CH:11]=1)([CH3:69])[CH2:52][O:53][C:54]1[CH:55]=[CH:56][C:57]2[CH2:61][O:60][B:59]([OH:62])[C:58]=2[C:63]=1[C:64]1[S:65][CH:66]=[CH:67][CH:68]=1)#[N:51]. Given the reactants [F:1][C:2]([F:14])([F:13])[O:3][C:4]1[CH:12]=[CH:11][C:7]([C:8]([OH:10])=O)=[CH:6][CH:5]=1.CN(C(ON1N=NC2C=CC=NC1=2)=[N+](C)C)C.F[P-](F)(F)(F)(F)F.CCN(C(C)C)C(C)C.[NH2:48][C:49]([CH3:69])([CH2:52][O:53][C:54]1[CH:55]=[CH:56][C:57]2[CH2:61][O:60][B:59]([OH:62])[C:58]=2[C:63]=1[C:64]1[S:65][CH:66]=[CH:67][CH:68]=1)[C:50]#[N:51], predict the reaction product. (5) Given the reactants Br[CH2:2][C:3]1[C:4]([CH3:17])=[CH:5][C:6](=[O:16])[N:7]([C:9]2[CH:14]=[CH:13][C:12]([F:15])=[CH:11][CH:10]=2)[N:8]=1.[F:18][C:19]([F:26])([F:25])[C:20]1[CH:24]=[CH:23][NH:22][N:21]=1.C(=O)([O-])[O-].[K+].[K+], predict the reaction product. The product is: [F:15][C:12]1[CH:13]=[CH:14][C:9]([N:7]2[C:6](=[O:16])[CH:5]=[C:4]([CH3:17])[C:3]([CH2:2][N:22]3[CH:23]=[CH:24][C:20]([C:19]([F:26])([F:25])[F:18])=[N:21]3)=[N:8]2)=[CH:10][CH:11]=1.